Dataset: Full USPTO retrosynthesis dataset with 1.9M reactions from patents (1976-2016). Task: Predict the reactants needed to synthesize the given product. (1) Given the product [CH3:1][N:2]1[CH:6]=[C:5]([C:11]2[CH:16]=[CH:15][C:14]([C:17]34[CH2:24][N:21]([CH2:22][CH2:23]3)[CH2:20][CH2:19][CH2:18]4)=[CH:13][N:12]=2)[CH:4]=[N:3]1, predict the reactants needed to synthesize it. The reactants are: [CH3:1][N:2]1[CH:6]=[C:5](B(O)O)[CH:4]=[N:3]1.Br[C:11]1[CH:16]=[CH:15][C:14]([C:17]23[CH2:24][N:21]([CH2:22][CH2:23]2)[CH2:20][CH2:19][CH2:18]3)=[CH:13][N:12]=1.C(=O)([O-])[O-].[Na+].[Na+]. (2) Given the product [CH3:32][N:31]([CH3:33])[S:28]([CH2:27][CH2:26][CH2:25][O:1][C:2]1[C:11]2[N:10]=[C:9]([NH:12][C:13](=[O:20])[C:14]3[CH:19]=[CH:18][CH:17]=[N:16][CH:15]=3)[N:8]3[CH2:21][CH2:22][N:23]=[C:7]3[C:6]=2[CH:5]=[CH:4][CH:3]=1)(=[O:30])=[O:29], predict the reactants needed to synthesize it. The reactants are: [OH:1][C:2]1[C:11]2[N:10]=[C:9]([NH:12][C:13](=[O:20])[C:14]3[CH:19]=[CH:18][CH:17]=[N:16][CH:15]=3)[N:8]3[CH2:21][CH2:22][N:23]=[C:7]3[C:6]=2[CH:5]=[CH:4][CH:3]=1.Cl[CH2:25][CH2:26][CH2:27][S:28]([N:31]([CH3:33])[CH3:32])(=[O:30])=[O:29]. (3) Given the product [C:1]([O:5][C:6](=[O:16])[CH:7]([P:8]([O:10][CH2:11][CH3:12])([O:13][CH2:14][CH3:15])=[O:9])[CH2:19][CH3:20])([CH3:3])([CH3:2])[CH3:4], predict the reactants needed to synthesize it. The reactants are: [C:1]([O:5][C:6](=[O:16])[CH2:7][P:8]([O:13][CH2:14][CH3:15])([O:10][CH2:11][CH3:12])=[O:9])([CH3:4])([CH3:3])[CH3:2].[H-].[Na+].[CH2:19](I)[CH3:20]. (4) Given the product [Cl:1][C:2]1[CH:3]=[C:4]([C@@:8]([C@@H:17]2[CH2:22][CH2:21][CH2:20][NH:19][CH2:18]2)([O:10][CH2:11][C:12]([O:14][CH2:15][CH3:16])=[O:13])[CH3:9])[CH:5]=[CH:6][CH:7]=1, predict the reactants needed to synthesize it. The reactants are: [Cl:1][C:2]1[CH:3]=[C:4]([C@@:8]([C@@H:17]2[CH2:22][CH2:21][CH2:20][N:19](C(OC(C)(C)C)=O)[CH2:18]2)([O:10][CH2:11][C:12]([O:14][CH2:15][CH3:16])=[O:13])[CH3:9])[CH:5]=[CH:6][CH:7]=1. (5) Given the product [F:35][C:36]1[CH:41]=[CH:40][CH:39]=[CH:38][C:37]=1[O:42][C:11]1[N:12]=[C:13]([O:30][CH:31]2[CH2:34][O:33][CH2:32]2)[C:14]2[N:19]=[C:18]([C:20]3[CH:25]=[C:24]([CH3:26])[C:23]([O:27][CH3:28])=[C:22]([CH3:29])[CH:21]=3)[O:17][C:15]=2[N:16]=1, predict the reactants needed to synthesize it. The reactants are: C(=O)([O-])[O-].[K+].[K+].CS([C:11]1[N:12]=[C:13]([O:30][CH:31]2[CH2:34][O:33][CH2:32]2)[C:14]2[N:19]=[C:18]([C:20]3[CH:25]=[C:24]([CH3:26])[C:23]([O:27][CH3:28])=[C:22]([CH3:29])[CH:21]=3)[O:17][C:15]=2[N:16]=1)(=O)=O.[F:35][C:36]1[CH:41]=[CH:40][CH:39]=[CH:38][C:37]=1[OH:42].